Predict the reactants needed to synthesize the given product. From a dataset of Full USPTO retrosynthesis dataset with 1.9M reactions from patents (1976-2016). (1) Given the product [NH2:33][C:29]1[CH:30]=[C:31]([CH3:32])[C:23]([O:22][C:19]2[CH:20]=[CH:21][C:9]([OH:8])=[C:10]([CH2:11][CH:12]3[CH2:17][CH2:16][O:15][CH2:14][CH2:13]3)[CH:18]=2)=[C:24]2[C:28]=1[CH2:27][CH2:26][CH2:25]2, predict the reactants needed to synthesize it. The reactants are: C([O:8][C:9]1[CH:21]=[CH:20][C:19]([O:22][C:23]2[C:31]([CH3:32])=[CH:30][C:29]([N+:33]([O-])=O)=[C:28]3[C:24]=2[CH2:25][CH2:26][CH2:27]3)=[CH:18][C:10]=1[CH:11]=[C:12]1[CH2:17][CH2:16][O:15][CH2:14][CH2:13]1)C1C=CC=CC=1.[H][H]. (2) Given the product [CH3:2][N:3]1[C@@H:13]2[CH2:14][C:15]3=[CH:20][CH:19]=[C:18]([OH:21])[C:17]4[O:22][C@H:7]5[C:8]([CH2:10][CH2:11][C@:12]2([OH:23])[C@:6]5([C:16]=43)[CH2:5][CH2:4]1)=[O:9], predict the reactants needed to synthesize it. The reactants are: O.[CH3:2][N:3]1[C@H:13]2[CH2:14][C:15]3[CH:20]=[CH:19][C:18]([OH:21])=[C:17]4[O:22][C@H:7]5[C:8]([CH:10]=[CH:11][C@:12]2([OH:23])[C@:6]5([C:16]=34)[CH2:5][CH2:4]1)=[O:9].[H][H]. (3) Given the product [Br:1][C:2]1[CH:7]=[CH:6][CH:5]=[CH:4][CH:3]=1.[C:12]([S:8]([NH2:19])(=[O:10])=[O:9])([CH3:15])([CH3:14])[CH3:13], predict the reactants needed to synthesize it. The reactants are: [Br:1][C:2]1[CH:7]=[CH:6][CH:5]=[CH:4][C:3]=1[S:8](Cl)(=[O:10])=[O:9].[C:12](N)([CH3:15])([CH3:14])[CH3:13].C([N:19](CC)CC)C.O.